This data is from Reaction yield outcomes from USPTO patents with 853,638 reactions. The task is: Predict the reaction yield, written as a fraction of the theoretical maximum amount of product (1.0 means a 100% yield; for example, 0.34 means a 34% yield). (1) The reactants are [H-].[Na+].[CH3:3][S:4]([C:7]1[N:12]=[C:11]2[NH:13][C:14](=[O:27])[N:15]([C:17]3[CH:22]=[C:21]([N+:23]([O-:25])=[O:24])[CH:20]=[CH:19][C:18]=3[CH3:26])[CH2:16][C:10]2=[CH:9][N:8]=1)(=[O:6])=[O:5].I[CH3:29]. The catalyst is CN(C=O)C.C(OCC)(=O)C. The product is [CH3:3][S:4]([C:7]1[N:12]=[C:11]2[N:13]([CH3:29])[C:14](=[O:27])[N:15]([C:17]3[CH:22]=[C:21]([N+:23]([O-:25])=[O:24])[CH:20]=[CH:19][C:18]=3[CH3:26])[CH2:16][C:10]2=[CH:9][N:8]=1)(=[O:5])=[O:6]. The yield is 0.700. (2) The reactants are N[C:2](N)=[S:3].[N+]([O-])([O-])=O.[NH4+].O1[CH2:27][CH:11]1[CH2:12][S:13][CH2:14][C:15]1[CH:20]=[CH:19][CH:18]=[C:17]([CH2:21][S:22][CH2:23][CH:24]2OC2)[CH:16]=1.[S:28](=O)(=O)(O)O. The catalyst is C1(C)C=CC=CC=1.CO. The product is [S:3]1[CH2:2][CH:24]1[CH2:23][S:22][CH2:21][C:17]1[CH:18]=[CH:19][CH:20]=[C:15]([CH2:14][S:13][CH2:12][CH:11]2[S:28][CH2:27]2)[CH:16]=1. The yield is 0.810. (3) The reactants are BrCCBr.Cl[Si](C)(C)C.I[CH:11]1[CH2:14][N:13]([C:15]([O:17][C:18]([CH3:21])([CH3:20])[CH3:19])=[O:16])[CH2:12]1.[Cl:22][C:23]1[C:24]([CH3:35])=[C:25](I)[C:26]([O:32][CH3:33])=[C:27]([C:29](=[O:31])[CH3:30])[CH:28]=1.O1C=CC=C1P(C1OC=CC=1)C1OC=CC=1. The catalyst is CN(C)C=O.[Zn].C1C=CC(/C=C/C(/C=C/C2C=CC=CC=2)=O)=CC=1.C1C=CC(/C=C/C(/C=C/C2C=CC=CC=2)=O)=CC=1.C1C=CC(/C=C/C(/C=C/C2C=CC=CC=2)=O)=CC=1.[Pd].[Pd]. The product is [C:29]([C:27]1[C:26]([O:32][CH3:33])=[C:25]([CH:11]2[CH2:14][N:13]([C:15]([O:17][C:18]([CH3:21])([CH3:20])[CH3:19])=[O:16])[CH2:12]2)[C:24]([CH3:35])=[C:23]([Cl:22])[CH:28]=1)(=[O:31])[CH3:30]. The yield is 0.550. (4) The reactants are [CH3:1][C:2]1[N:7]=[C:6]([C:8]([NH:10][C:11]2[CH:16]=[CH:15][CH:14]=[C:13]([O:17][C:18]3[CH:19]=[N:20][C:21]([NH:24][S:25]([C:28]4[CH:33]=[CH:32][C:31]([CH3:34])=[CH:30][CH:29]=4)(=[O:27])=[O:26])=[CH:22][CH:23]=3)[CH:12]=2)=[O:9])[CH:5]=[CH:4][CH:3]=1.C(N(CC)C(C)C)(C)C.CN(C)C=O.I[CH2:50][C:51]([NH2:53])=[O:52]. The catalyst is C(=O)([O-])O.[Na+]. The product is [NH2:53][C:51](=[O:52])[CH2:50][N:20]1[C:21](=[N:24][S:25]([C:28]2[CH:29]=[CH:30][C:31]([CH3:34])=[CH:32][CH:33]=2)(=[O:27])=[O:26])[CH:22]=[CH:23][C:18]([O:17][C:13]2[CH:12]=[C:11]([NH:10][C:8]([C:6]3[CH:5]=[CH:4][CH:3]=[C:2]([CH3:1])[N:7]=3)=[O:9])[CH:16]=[CH:15][CH:14]=2)=[CH:19]1. The yield is 0.880. (5) The reactants are [N:1]1[CH:6]=[CH:5]N=[CH:3][C:2]=1[C:7]1[N:11]2[CH2:12][CH2:13][NH:14][C:15](=[O:16])[C:10]2=[N:9][N:8]=1.Br[CH2:18][C:19]1[CH:24]=[CH:23][CH:22]=[C:21]([C:25]([F:28])([F:27])[F:26])[C:20]=1[Cl:29].Br[CH2:31]C1C=CC=C(Cl)C=1Cl. No catalyst specified. The product is [Cl:29][C:20]1[C:21]([C:25]([F:28])([F:27])[F:26])=[CH:22][CH:23]=[CH:24][C:19]=1[CH2:18][N:14]1[CH2:13][CH2:12][N:11]2[C:7]([C:2]3[CH:3]=[CH:31][CH:5]=[CH:6][N:1]=3)=[N:8][N:9]=[C:10]2[C:15]1=[O:16]. The yield is 0.890. (6) The reactants are [N+:1]([C:4]1[CH:13]=[C:12]2[C:7]([CH2:8][CH2:9][N:10]([C:14]([O:16][C:17]([CH3:20])([CH3:19])[CH3:18])=[O:15])[CH2:11]2)=[CH:6][CH:5]=1)([O-])=O. The catalyst is CO.[OH-].[OH-].[Pd+2]. The product is [NH2:1][C:4]1[CH:13]=[C:12]2[C:7]([CH2:8][CH2:9][N:10]([C:14]([O:16][C:17]([CH3:20])([CH3:19])[CH3:18])=[O:15])[CH2:11]2)=[CH:6][CH:5]=1. The yield is 0.690. (7) The yield is 0.640. The catalyst is C([O-])(O)=O.[Na+]. The product is [CH2:18]([O:17][C:15](=[O:16])[CH2:14][C:20]1[C:25]([C:26]#[N:27])=[CH:24][CH:23]=[C:22]([NH:44][CH2:43][C:42]([C:38]2[CH:39]=[CH:40][CH:41]=[C:36]([Cl:35])[CH:37]=2)([F:45])[F:46])[C:21]=1[F:29])[CH3:19]. The reactants are CCN(C(C)C)C(C)C.C(OC(=O)[CH:14]([C:20]1[C:25]([C:26]#[N:27])=[CH:24][CH:23]=[C:22](F)[C:21]=1[F:29])[C:15]([O:17][CH2:18][CH3:19])=[O:16])C.CS(C)=O.[Cl:35][C:36]1[CH:37]=[C:38]([C:42]([F:46])([F:45])[CH2:43][NH2:44])[CH:39]=[CH:40][CH:41]=1.